Dataset: Catalyst prediction with 721,799 reactions and 888 catalyst types from USPTO. Task: Predict which catalyst facilitates the given reaction. (1) Reactant: Br[C:2]1[C:3]([C:17]2[CH:22]=[CH:21][CH:20]=[CH:19][CH:18]=2)=[N:4][N:5]2[C:10]([Si:11]([CH3:14])([CH3:13])[CH3:12])=[C:9]([O:15][CH3:16])[CH:8]=[CH:7][C:6]=12.C([Li])CCC.[Cl:28][C:29]1[N:34]=[C:33]([CH:35]=[O:36])[CH:32]=[N:31][CH:30]=1.[Cl-].[NH4+]. Product: [Cl:28][C:29]1[N:34]=[C:33]([CH:35]([C:2]2[C:3]([C:17]3[CH:22]=[CH:21][CH:20]=[CH:19][CH:18]=3)=[N:4][N:5]3[C:10]([Si:11]([CH3:14])([CH3:13])[CH3:12])=[C:9]([O:15][CH3:16])[CH:8]=[CH:7][C:6]=23)[OH:36])[CH:32]=[N:31][CH:30]=1. The catalyst class is: 188. (2) Reactant: [Cl:1][C:2]1[CH:7]=[CH:6][N:5]=[C:4]2[N:8]([Si](C(C)C)(C(C)C)C(C)C)[CH:9]=[CH:10][C:3]=12.[Li]C(CC)C.CN([CH:29]=[O:30])C.Cl.C([O-])(O)=O.[Na+]. Product: [Cl:1][C:2]1[C:7]([CH:29]=[O:30])=[CH:6][N:5]=[C:4]2[NH:8][CH:9]=[CH:10][C:3]=12. The catalyst class is: 1.